From a dataset of Reaction yield outcomes from USPTO patents with 853,638 reactions. Predict the reaction yield, written as a fraction of the theoretical maximum amount of product (1.0 means a 100% yield; for example, 0.34 means a 34% yield). (1) The reactants are F[C:2]1[CH:3]=[C:4]([N:12]2[C:16]([C:17]3[CH:22]=[CH:21][C:20]([C:23]4[O:24][CH:25]=[CH:26][CH:27]=4)=[CH:19][CH:18]=3)=[CH:15][C:14]([C:28]([O:30]CC)=[O:29])=[N:13]2)[CH:5]=[CH:6][C:7]=1[S:8]([CH3:11])(=[O:10])=[O:9].[OH-].[Na+].O.Cl.[CH2:37]([OH:39])[CH3:38]. No catalyst specified. The yield is 0.730. The product is [CH2:37]([O:39][C:6]1[CH:5]=[C:4]([N:12]2[C:16]([C:17]3[CH:22]=[CH:21][C:20]([C:23]4[O:24][CH:25]=[CH:26][CH:27]=4)=[CH:19][CH:18]=3)=[CH:15][C:14]([C:28]([OH:30])=[O:29])=[N:13]2)[CH:3]=[CH:2][C:7]=1[S:8]([CH3:11])(=[O:9])=[O:10])[CH3:38]. (2) The reactants are [CH2:1]([Li])CCC.[CH2:6]([O:13][C:14]1[C:19]([C:20]([CH3:23])([CH3:22])[CH3:21])=[CH:18][CH:17]=[CH:16][C:15]=1[C:24]([C:26]1[CH:31]=[CH:30][CH:29]=[C:28]([C:32]2[CH:37]=[CH:36][CH:35]=[CH:34][N:33]=2)[CH:27]=1)=O)[C:7]1[CH:12]=[CH:11][CH:10]=[CH:9][CH:8]=1.[Cl-].[NH4+]. The catalyst is [Br-].C[P+](C1C=CC=CC=1)(C1C=CC=CC=1)C1C=CC=CC=1.O1CCCC1. The product is [CH2:6]([O:13][C:14]1[C:19]([C:20]([CH3:23])([CH3:22])[CH3:21])=[CH:18][CH:17]=[CH:16][C:15]=1[C:24]([C:26]1[CH:27]=[C:28]([C:32]2[CH:37]=[CH:36][CH:35]=[CH:34][N:33]=2)[CH:29]=[CH:30][CH:31]=1)=[CH2:1])[C:7]1[CH:12]=[CH:11][CH:10]=[CH:9][CH:8]=1. The yield is 0.910.